Dataset: Forward reaction prediction with 1.9M reactions from USPTO patents (1976-2016). Task: Predict the product of the given reaction. Given the reactants C[Si](C)(C)CCOC[N:7]1[C:11]2[CH:12]=[CH:13][C:14]([C:16]3[N:21]=[C:20]([CH2:22][S:23]([CH3:26])(=[O:25])=[O:24])[CH:19]=[C:18]([N:27]4[CH2:32][CH2:31][O:30][CH2:29][CH2:28]4)[N:17]=3)=[CH:15][C:10]=2[N:9]=[CH:8]1.Cl, predict the reaction product. The product is: [CH3:26][S:23]([CH2:22][C:20]1[CH:19]=[C:18]([N:27]2[CH2:32][CH2:31][O:30][CH2:29][CH2:28]2)[N:17]=[C:16]([C:14]2[CH:13]=[CH:12][C:11]3[NH:7][CH:8]=[N:9][C:10]=3[CH:15]=2)[N:21]=1)(=[O:25])=[O:24].